Dataset: Catalyst prediction with 721,799 reactions and 888 catalyst types from USPTO. Task: Predict which catalyst facilitates the given reaction. (1) Reactant: C[O:2][C:3](=[O:28])[C:4]1[CH:9]=[CH:8][C:7]([C:10]2[CH:15]=[CH:14][N:13]=[C:12]([CH2:16][CH3:17])[C:11]=2[C:18]#[C:19][C:20]2[CH:21]=[N:22][C:23]([NH2:26])=[CH:24][CH:25]=2)=[CH:6][C:5]=1[F:27].[OH-].[Na+]. Product: [NH2:26][C:23]1[N:22]=[CH:21][C:20]([C:19]#[C:18][C:11]2[C:12]([CH2:16][CH3:17])=[N:13][CH:14]=[CH:15][C:10]=2[C:7]2[CH:8]=[CH:9][C:4]([C:3]([OH:28])=[O:2])=[C:5]([F:27])[CH:6]=2)=[CH:25][CH:24]=1. The catalyst class is: 1. (2) Reactant: C[O:2][C:3]([C:5]1[S:9][CH:8]=[N:7][C:6]=1[N:10]1[C:14](=[O:15])[NH:13][C:12]([CH:16]([NH:30][C:31]2[CH:36]=[CH:35][C:34]([C:37]#[N:38])=[C:33]([CH2:39][NH:40]C(OC(C)(C)C)=O)[CH:32]=2)[C:17]2[CH:22]=[C:21]([O:23][CH3:24])[CH:20]=[C:19]([O:25][CH2:26][CH2:27][OH:28])[C:18]=2[F:29])=[N:11]1)=[O:4].CO.[OH-].[Na+]. Product: [F:29][C:18]1[C:19]([O:25][CH2:26][CH2:27][OH:28])=[CH:20][C:21]([O:23][CH3:24])=[CH:22][C:17]=1[CH:16]([NH:30][C:31]1[CH:32]=[C:33]2[C:34](=[CH:35][CH:36]=1)[C:37](=[NH:38])[NH:40][CH2:39]2)[C:12]1[NH:13][C:14](=[O:15])[N:10]([C:6]2[N:7]=[CH:8][S:9][C:5]=2[C:3]([OH:2])=[O:4])[N:11]=1. The catalyst class is: 15. (3) Reactant: [N+:1]([C:4]1[C:5]([NH2:13])=[CH:6][C:7]2[O:11][CH2:10][CH2:9][C:8]=2[CH:12]=1)([O-])=[O:2].[N:14]#[C:15][NH2:16].[CH]Cl.[OH-].[Na+]. Product: [N+:1]1([O-:2])[C:4]2[CH:12]=[C:8]3[CH2:9][CH2:10][O:11][C:7]3=[CH:6][C:5]=2[N:13]=[C:15]([NH2:16])[N:14]=1. The catalyst class is: 6. (4) Reactant: [C:1]([O:5][C:6]([N:8]1[CH2:13][CH2:12][N:11]([C:14]([O:16][C:17]([CH3:20])([CH3:19])[CH3:18])=[O:15])[CH2:10][CH:9]1[C:21]([NH:23][NH:24][C:25]1[CH:30]=[CH:29][C:28]([F:31])=[CH:27][N:26]=1)=O)=[O:7])([CH3:4])([CH3:3])[CH3:2].CCN(CC)CC.C1C=CC(P(C2C=CC=CC=2)C2C=CC=CC=2)=CC=1.ClC(Cl)(Cl)C(Cl)(Cl)Cl. Product: [C:1]([O:5][C:6]([N:8]1[CH2:13][CH2:12][N:11]([C:14]([O:16][C:17]([CH3:19])([CH3:18])[CH3:20])=[O:15])[CH2:10][CH:9]1[C:21]1[N:26]2[CH:27]=[C:28]([F:31])[CH:29]=[CH:30][C:25]2=[N:24][N:23]=1)=[O:7])([CH3:2])([CH3:3])[CH3:4]. The catalyst class is: 1. (5) Reactant: [CH:1]([C:4]1[CH:9]=[CH:8][C:7]([C:10](=O)[CH2:11][CH2:12][C:13]([C:15]2[CH:16]=[C:17]([CH:22]=[CH:23][CH:24]=2)[C:18]([O:20][CH3:21])=[O:19])=[O:14])=[CH:6][CH:5]=1)([CH3:3])[CH3:2].CC1C=CC(S(O)(=O)=O)=CC=1. Product: [CH:1]([C:4]1[CH:5]=[CH:6][C:7]([C:10]2[O:14][C:13]([C:15]3[CH:16]=[C:17]([CH:22]=[CH:23][CH:24]=3)[C:18]([O:20][CH3:21])=[O:19])=[CH:12][CH:11]=2)=[CH:8][CH:9]=1)([CH3:2])[CH3:3]. The catalyst class is: 260. (6) Reactant: [SH:1][CH:2]1[N:7]([CH2:8][C:9]2[CH:14]=[CH:13][C:12]([O:15][CH3:16])=[CH:11][CH:10]=2)[C:6](=[O:17])[CH:5]([SH:18])[N:4]([CH2:19][C:20]2[CH:25]=[CH:24][C:23]([O:26][CH3:27])=[CH:22][CH:21]=2)[C:3]1=[O:28].II. Product: [CH3:16][O:15][C:12]1[CH:11]=[CH:10][C:9]([CH2:8][N:7]2[C:6](=[O:17])[CH:5]3[N:4]([CH2:19][C:20]4[CH:21]=[CH:22][C:23]([O:26][CH3:27])=[CH:24][CH:25]=4)[C:3](=[O:28])[CH:2]2[S:1][S:18]3)=[CH:14][CH:13]=1. The catalyst class is: 22. (7) The catalyst class is: 1. Reactant: [F:1][C:2]1[C:19]([CH3:20])=[CH:18][C:17]([C:21]2[CH:26]=[CH:25][CH:24]=[C:23]([F:27])[CH:22]=2)=[CH:16][C:3]=1[C:4]([NH:6][C:7]1[C:12]([CH3:13])=[CH:11][CH:10]=[C:9]([OH:14])[C:8]=1[CH3:15])=O.N#N. Product: [F:1][C:2]1[C:19]([CH3:20])=[CH:18][C:17]([C:21]2[CH:26]=[CH:25][CH:24]=[C:23]([F:27])[CH:22]=2)=[CH:16][C:3]=1[CH2:4][NH:6][C:7]1[C:8]([CH3:15])=[C:9]([OH:14])[CH:10]=[CH:11][C:12]=1[CH3:13].